From a dataset of Forward reaction prediction with 1.9M reactions from USPTO patents (1976-2016). Predict the product of the given reaction. (1) Given the reactants [CH2:1]([O:5][CH2:6][CH2:7][CH:8]([CH3:10])[CH3:9])[CH:2]1[O:4][CH2:3]1.S(=O)(=O)(O)[OH:12], predict the reaction product. The product is: [CH3:9][CH:8]([CH3:10])[CH2:7][CH2:6][O:5][CH:1]([OH:12])[CH:2]([OH:4])[CH3:3]. (2) Given the reactants C(O[C:6]([N:8]1[C:17]2[C:12](=[CH:13][C:14]([Br:18])=[CH:15][N:16]=2)[C:11](=[O:19])[CH2:10][CH2:9]1)=[O:7])(C)(C)C.[C:20]([N:28]=C=O)(=[O:27])[C:21]1[CH:26]=[CH:25][CH:24]=[CH:23][CH:22]=1, predict the reaction product. The product is: [Br:18][C:14]1[CH:13]=[C:12]2[C:17](=[N:16][CH:15]=1)[N:8]([C:6]([NH:28][C:20](=[O:27])[C:21]1[CH:26]=[CH:25][CH:24]=[CH:23][CH:22]=1)=[O:7])[CH2:9][CH2:10][C:11]2=[O:19]. (3) The product is: [O:31]=[C:32]1[NH:36][C:35](=[O:37])[CH:34]([CH2:38][C:39]([N:1]2[CH2:6][CH2:5][CH:4]([C:7]3[CH:8]=[CH:9][C:10]([NH:13][C:14]([C:16]4[N:17]=[C:18]([C:25]5[CH:30]=[CH:29][CH:28]=[CH:27][CH:26]=5)[O:19][C:20]=4[C:21]([F:22])([F:23])[F:24])=[O:15])=[CH:11][CH:12]=3)[CH2:3][CH2:2]2)=[O:40])[S:33]1. Given the reactants [NH:1]1[CH2:6][CH2:5][CH:4]([C:7]2[CH:12]=[CH:11][C:10]([NH:13][C:14]([C:16]3[N:17]=[C:18]([C:25]4[CH:30]=[CH:29][CH:28]=[CH:27][CH:26]=4)[O:19][C:20]=3[C:21]([F:24])([F:23])[F:22])=[O:15])=[CH:9][CH:8]=2)[CH2:3][CH2:2]1.[O:31]=[C:32]1[NH:36][C:35](=[O:37])[CH:34]([CH2:38][C:39](O)=[O:40])[S:33]1.C(N(CC)CC)C.F[P-](F)(F)(F)(F)F.N1(O[P+](N(C)C)(N(C)C)N(C)C)C2C=CC=CC=2N=N1, predict the reaction product.